This data is from Reaction yield outcomes from USPTO patents with 853,638 reactions. The task is: Predict the reaction yield, written as a fraction of the theoretical maximum amount of product (1.0 means a 100% yield; for example, 0.34 means a 34% yield). (1) The reactants are [Li+].CC([N-]C(C)C)C.C1COCC1.CCCCCCC.[CH2:21]([C:23]1[CH:28]=CC=C[CH:24]=1)C.[CH3:29][O:30][C:31](=[O:55])[CH2:32][C:33]1[CH:38]=[C:37]([O:39][CH2:40][C:41]2[CH:46]=[CH:45][CH:44]=[CH:43][CH:42]=2)[CH:36]=[C:35]([O:47][CH2:48][C:49]2[CH:54]=[CH:53][CH:52]=[CH:51][CH:50]=2)[CH:34]=1.BrCC(C)=C. The catalyst is C1COCC1. The product is [CH3:29][O:30][C:31](=[O:55])[CH:32]([C:33]1[CH:34]=[C:35]([O:47][CH2:48][C:49]2[CH:54]=[CH:53][CH:52]=[CH:51][CH:50]=2)[CH:36]=[C:37]([O:39][CH2:40][C:41]2[CH:46]=[CH:45][CH:44]=[CH:43][CH:42]=2)[CH:38]=1)[CH2:24][C:23]([CH3:28])=[CH2:21]. The yield is 0.940. (2) The reactants are [CH3:1][O:2][C@H:3]1[CH2:8][CH2:7][CH2:6][C@@H:5]([NH:9][C:10]2[C:15]([C:16]([NH2:18])=[O:17])=[CH:14][N:13]=[C:12](SC)[N:11]=2)[CH2:4]1.[CH:21]1C=C(Cl)C=C(C(OO)=O)C=1.[S:32]([O-:36])([O-])(=[O:34])=S.[Na+].[Na+]. The catalyst is C(Cl)Cl.CC(C)=O. The product is [CH3:1][O:2][C@H:3]1[CH2:8][CH2:7][CH2:6][C@@H:5]([NH:9][C:10]2[C:15]([C:16]([NH2:18])=[O:17])=[CH:14][N:13]=[C:12]([S:32]([CH3:21])(=[O:36])=[O:34])[N:11]=2)[CH2:4]1. The yield is 0.810.